This data is from Full USPTO retrosynthesis dataset with 1.9M reactions from patents (1976-2016). The task is: Predict the reactants needed to synthesize the given product. (1) Given the product [CH:1]([C:4]1[C:5]([O:22][CH2:23][C:24]2[CH:25]=[CH:26][C:27]([O:30][CH3:31])=[CH:28][CH:29]=2)=[CH:6][C:7]([O:12][CH2:13][C:14]2[CH:19]=[CH:18][C:17]([O:20][CH3:21])=[CH:16][CH:15]=2)=[C:8]([CH:9]([OH:10])[CH:32]=[CH2:33])[CH:11]=1)([CH3:3])[CH3:2], predict the reactants needed to synthesize it. The reactants are: [CH:1]([C:4]1[C:5]([O:22][CH2:23][C:24]2[CH:29]=[CH:28][C:27]([O:30][CH3:31])=[CH:26][CH:25]=2)=[CH:6][C:7]([O:12][CH2:13][C:14]2[CH:19]=[CH:18][C:17]([O:20][CH3:21])=[CH:16][CH:15]=2)=[C:8]([CH:11]=1)[CH:9]=[O:10])([CH3:3])[CH3:2].[CH:32]([Mg]Br)=[CH2:33]. (2) Given the product [CH3:11][O:10][CH2:9][CH2:8][O:7][P:6]([CH2:13][C:14]1[CH:19]=[CH:18][C:17]([NH2:20])=[CH:16][CH:15]=1)(=[O:12])[O:5][CH2:4][CH2:3][O:2][CH3:1], predict the reactants needed to synthesize it. The reactants are: [CH3:1][O:2][CH2:3][CH2:4][O:5][P:6]([CH2:13][C:14]1[CH:19]=[CH:18][C:17]([N+:20]([O-])=O)=[CH:16][CH:15]=1)(=[O:12])[O:7][CH2:8][CH2:9][O:10][CH3:11].[H][H]. (3) Given the product [CH2:6]1[C@@H:5]2[CH2:4][C:3]3[C:8]([C:9]([OH:11])=[O:10])=[N:25][NH:26][C:2]=3[C@H:1]12, predict the reactants needed to synthesize it. The reactants are: [C@@H:1]12[CH2:6][C@@H:5]1[CH2:4][CH2:3][C:2]2=O.[C:8](OCC)(=O)[C:9]([O:11]CC)=[O:10].CC(C)([O-])C.[K+].Cl.[NH2:25][NH2:26].[Li+].[OH-].Cl. (4) The reactants are: C([O:8][CH:9]1[CH:13]2[CH2:14][CH2:15][CH:10]1[CH:11]([N:16]([CH3:18])[CH3:17])[CH2:12]2)C1C=CC=CC=1.S(=O)(=O)(O)O. Given the product [CH3:17][N:16]([CH3:18])[CH:11]1[CH2:12][CH:13]2[CH:9]([OH:8])[CH:10]1[CH2:15][CH2:14]2, predict the reactants needed to synthesize it. (5) Given the product [CH3:1][N:2]1[CH:6]=[CH:5][C:4]([C:7]2[CH:12]=[CH:11][C:10]([NH2:13])=[C:9]([O:16][CH:17]([CH3:19])[CH3:18])[CH:8]=2)=[N:3]1, predict the reactants needed to synthesize it. The reactants are: [CH3:1][N:2]1[CH:6]=[CH:5][C:4]([C:7]2[CH:12]=[CH:11][C:10]([N+:13]([O-])=O)=[C:9]([O:16][CH:17]([CH3:19])[CH3:18])[CH:8]=2)=[N:3]1.C([O-])=O.[NH4+]. (6) Given the product [C:34]([C:10]1[CH:3]=[CH:4][C:5]([CH2:6][N:24]2[CH2:25][C@@H:26]3[C@@H:19]([NH:18][C:16](=[O:17])[CH:15]([C:27]4[CH:28]=[CH:29][CH:30]=[CH:31][CH:32]=4)[CH:14]([CH3:33])[CH3:13])[CH2:20][CH2:21][C@@H:22]3[CH2:23]2)=[CH:8][CH:9]=1)([CH3:40])([CH3:39])[CH3:35], predict the reactants needed to synthesize it. The reactants are: FC(F)(F)[C:3]1[CH:4]=[C:5]([CH:8]=[CH:9][CH:10]=1)[CH:6]=O.[CH3:13][CH:14]([CH3:33])[CH:15]([C:27]1[CH:32]=[CH:31][CH:30]=[CH:29][CH:28]=1)[C:16]([NH:18][C@@H:19]1[C@@H:26]2[C@@H:22]([CH2:23][NH:24][CH2:25]2)[CH2:21][CH2:20]1)=[O:17].[CH:34]1([CH:40](C2CCCCC2)C(N[C@@H]2[C@H:40]3[C@H:34]([CH2:39]NC3)[CH2:35]C2)=O)[CH2:39]CCC[CH2:35]1.